This data is from Reaction yield outcomes from USPTO patents with 853,638 reactions. The task is: Predict the reaction yield, written as a fraction of the theoretical maximum amount of product (1.0 means a 100% yield; for example, 0.34 means a 34% yield). The reactants are [CH3:1][O:2][C:3]1[N:8]=[C:7]([CH2:9]C(OC(C)(C)C)=O)[C:6]([N+:17]([O-:19])=[O:18])=[CH:5][C:4]=1[CH3:20].C([O-])([O-])=O.[K+].[K+]. The catalyst is CN(C=O)C. The product is [CH3:1][O:2][C:3]1[C:4]([CH3:20])=[CH:5][C:6]([N+:17]([O-:19])=[O:18])=[C:7]([CH3:9])[N:8]=1. The yield is 0.960.